The task is: Predict the reactants needed to synthesize the given product.. This data is from Full USPTO retrosynthesis dataset with 1.9M reactions from patents (1976-2016). (1) Given the product [Cl:1][C:2]1[N:10]=[C:9]2[C:5]([N:6]=[CH:7][NH:8]2)=[C:4]([C:13]#[N:14])[N:3]=1, predict the reactants needed to synthesize it. The reactants are: [Cl:1][C:2]1[N:10]=[C:9]2[C:5]([NH:6][CH:7]=[N:8]2)=[C:4](Cl)[N:3]=1.C1N2CC[N:14](CC2)[CH2:13]1. (2) Given the product [Br:1][C:2]1[CH:10]=[C:6]2[C:5]([O:11][C:12]3[C:13]([F:20])=[CH:14][C:15]([O:18][CH3:19])=[CH:16][C:17]=3[C:7]2=[O:9])=[CH:4][CH:3]=1, predict the reactants needed to synthesize it. The reactants are: [Br:1][C:2]1[CH:3]=[CH:4][C:5]([O:11][C:12]2[CH:17]=[CH:16][C:15]([O:18][CH3:19])=[CH:14][C:13]=2[F:20])=[C:6]([CH:10]=1)[C:7]([OH:9])=O. (3) Given the product [Br:1][C:2]1[CH:6]=[CH:5][S:4][C:3]=1[C:7]([C:9]1[CH:14]=[CH:13][C:12]([O:15][CH3:16])=[CH:11][CH:10]=1)=[N:18][OH:19], predict the reactants needed to synthesize it. The reactants are: [Br:1][C:2]1[CH:6]=[CH:5][S:4][C:3]=1[C:7]([C:9]1[CH:14]=[CH:13][C:12]([O:15][CH3:16])=[CH:11][CH:10]=1)=O.Cl.[NH2:18][OH:19].N1C=CC=CC=1.Cl.